Dataset: Forward reaction prediction with 1.9M reactions from USPTO patents (1976-2016). Task: Predict the product of the given reaction. (1) Given the reactants [CH3:1][C:2]1[CH:3]=[C:4]([CH:16]=[CH:17][C:18]=1[N+:19]([O-])=O)[O:5][C:6]1[CH:7]=[CH:8][C:9]([S:12]([CH3:15])(=[O:14])=[O:13])=[N:10][CH:11]=1.O1CCCC1, predict the reaction product. The product is: [CH3:1][C:2]1[CH:3]=[C:4]([O:5][C:6]2[CH:11]=[N:10][C:9]([S:12]([CH3:15])(=[O:14])=[O:13])=[CH:8][CH:7]=2)[CH:16]=[CH:17][C:18]=1[NH2:19]. (2) Given the reactants [CH:1]1([CH2:4][N:5]2[CH:16]=[CH:15][C:8]3[N:9]=[C:10]([S:13][CH3:14])[N:11]=[CH:12][C:7]=3[C:6]2=[O:17])[CH2:3][CH2:2]1.[Br:18]Br, predict the reaction product. The product is: [Br:18][C:15]1[C:8]2[N:9]=[C:10]([S:13][CH3:14])[N:11]=[CH:12][C:7]=2[C:6](=[O:17])[N:5]([CH2:4][CH:1]2[CH2:3][CH2:2]2)[CH:16]=1. (3) Given the reactants Cl[CH2:2][C:3]1[N:8]=[C:7]([NH2:9])[CH:6]=[CH:5][N:4]=1.C(N(CC)CC)C.[NH:17]1[CH2:22][CH2:21][O:20][CH2:19][CH2:18]1, predict the reaction product. The product is: [N:17]1([CH2:2][C:3]2[N:8]=[C:7]([NH2:9])[CH:6]=[CH:5][N:4]=2)[CH2:22][CH2:21][O:20][CH2:19][CH2:18]1. (4) Given the reactants Cl[C:2]1[N:7]=[N:6][C:5]([C:8]([N:10]2[CH2:15][CH2:14][N:13]([C:16]3[C:21]([CH3:22])=[CH:20][C:19]([CH3:23])=[CH:18][N:17]=3)[CH2:12][CH2:11]2)=[O:9])=[CH:4][CH:3]=1.[CH3:24][C:25]1([CH3:31])[O:29][C:28](=[O:30])[NH:27][CH2:26]1, predict the reaction product. The product is: [CH3:22][C:21]1[C:16]([N:13]2[CH2:14][CH2:15][N:10]([C:8]([C:5]3[N:6]=[N:7][C:2]([N:27]4[CH2:26][C:25]([CH3:31])([CH3:24])[O:29][C:28]4=[O:30])=[CH:3][CH:4]=3)=[O:9])[CH2:11][CH2:12]2)=[N:17][CH:18]=[C:19]([CH3:23])[CH:20]=1.